From a dataset of Forward reaction prediction with 1.9M reactions from USPTO patents (1976-2016). Predict the product of the given reaction. (1) Given the reactants C(OC(=O)[NH:7][C@H:8]([CH3:17])[CH2:9][N:10]([CH2:14][CH2:15][CH3:16])[CH2:11][CH2:12][CH3:13])(C)(C)C.FC(F)(F)C(O)=O, predict the reaction product. The product is: [CH2:14]([N:10]([CH2:11][CH2:12][CH3:13])[CH2:9][C@H:8]([NH2:7])[CH3:17])[CH2:15][CH3:16]. (2) Given the reactants CO[C:3](=[O:28])[C:4]1[CH:9]=[CH:8][CH:7]=[CH:6][C:5]=1[C:10]1[N:14]([CH2:15][CH:16]2[CH2:21][CH2:20][CH2:19][CH2:18][CH2:17]2)[C:13]2[CH:22]=[C:23]([F:27])[C:24]([F:26])=[CH:25][C:12]=2[N:11]=1.[NH2:29][C:30]1[CH:37]=[CH:36][C:33]([C:34]#[N:35])=[CH:32][C:31]=1[F:38], predict the reaction product. The product is: [C:34]([C:33]1[CH:36]=[CH:37][C:30]([NH:29][C:3](=[O:28])[C:4]2[CH:9]=[CH:8][CH:7]=[CH:6][C:5]=2[C:10]2[N:14]([CH2:15][CH:16]3[CH2:17][CH2:18][CH2:19][CH2:20][CH2:21]3)[C:13]3[CH:22]=[C:23]([F:27])[C:24]([F:26])=[CH:25][C:12]=3[N:11]=2)=[C:31]([F:38])[CH:32]=1)#[N:35]. (3) The product is: [F:18][C:14]1[CH:13]=[C:12]([CH:17]=[CH:16][CH:15]=1)[CH2:11][S:8]([CH2:7][CH2:6][N:36]([CH3:37])[CH2:35][CH2:34][N:33]([CH3:38])[CH3:32])(=[O:10])=[O:9]. Given the reactants CS(O[CH2:6][CH2:7][S:8]([CH2:11][C:12]1[CH:17]=[CH:16][CH:15]=[C:14]([F:18])[CH:13]=1)(=[O:10])=[O:9])(=O)=O.FC1C=CC=C(CS(C=C)(=O)=O)C=1.[CH3:32][N:33]([CH3:38])[CH2:34][CH2:35][NH:36][CH3:37], predict the reaction product.